This data is from Catalyst prediction with 721,799 reactions and 888 catalyst types from USPTO. The task is: Predict which catalyst facilitates the given reaction. (1) Reactant: [Cl:1][C:2]1[CH:7]=[CH:6][C:5]([C:8]2([CH2:21][NH:22][C:23](=[O:25])[CH3:24])[CH2:13][CH2:12][N:11](C(OC(C)(C)C)=O)[CH2:10][CH2:9]2)=[CH:4][CH:3]=1.Cl. Product: [Cl:1][C:2]1[CH:7]=[CH:6][C:5]([C:8]2([CH2:21][NH:22][C:23](=[O:25])[CH3:24])[CH2:9][CH2:10][NH:11][CH2:12][CH2:13]2)=[CH:4][CH:3]=1. The catalyst class is: 12. (2) Reactant: Cl[C:2]1[CH:7]=[C:6]([C:8]2[S:9][CH:10]=[C:11]([C:13]3[C:18](=[O:19])[NH:17][C:16]([CH3:20])=[C:15]([C:21]([OH:23])=[O:22])[CH:14]=3)[N:12]=2)[CH:5]=[CH:4][N:3]=1.C[O:25][C:26]1[CH:27]=C(C=CN=1)C(N)=S. Product: [CH2:26]([O:25][C:2]1[CH:7]=[C:6]([C:8]2[S:9][CH:10]=[C:11]([C:13]3[C:18](=[O:19])[NH:17][C:16]([CH3:20])=[C:15]([C:21]([OH:23])=[O:22])[CH:14]=3)[N:12]=2)[CH:5]=[CH:4][N:3]=1)[CH3:27]. The catalyst class is: 14. (3) Reactant: [CH3:1][C:2](=[CH:4][CH2:5][CH2:6]/[C:7](=[CH:9]/[CH2:10][OH:11])/[CH3:8])[CH3:3]. Product: [CH3:8][CH:7]([CH2:6][CH2:5][CH2:4][CH:2]([CH3:3])[CH3:1])[CH2:9][CH2:10][OH:11]. The catalyst class is: 63. (4) Reactant: [C:1]([O:5][C:6]([N:8]([CH2:19][C:20]1[CH:25]=[CH:24][C:23]([OH:26])=[C:22]([Br:27])[CH:21]=1)[C:9]([NH2:18])=[N:10][C:11]([O:13][C:14]([CH3:17])([CH3:16])[CH3:15])=[O:12])=[O:7])([CH3:4])([CH3:3])[CH3:2].C([O-])([O-])=O.[K+].[K+].Br[CH2:35][CH2:36][CH2:37][OH:38]. Product: [C:1]([O:5][C:6]([N:8]([CH2:19][C:20]1[CH:25]=[CH:24][C:23]([O:26][CH2:35][CH2:36][CH2:37][OH:38])=[C:22]([Br:27])[CH:21]=1)[C:9]([NH2:18])=[N:10][C:11]([O:13][C:14]([CH3:17])([CH3:16])[CH3:15])=[O:12])=[O:7])([CH3:2])([CH3:3])[CH3:4]. The catalyst class is: 18. (5) Reactant: C(=O)([O-])[O-].[K+].[K+].[CH3:7][O:8][C:9]1[CH:14]=[C:13]([F:15])[CH:12]=[CH:11][C:10]=1[OH:16].[C:17]([O:21][C:22](=[O:27])[C:23](Br)([CH3:25])[CH3:24])([CH3:20])([CH3:19])[CH3:18]. Product: [F:15][C:13]1[CH:12]=[CH:11][C:10]([O:16][C:23]([CH3:25])([CH3:24])[C:22]([O:21][C:17]([CH3:20])([CH3:19])[CH3:18])=[O:27])=[C:9]([O:8][CH3:7])[CH:14]=1. The catalyst class is: 47. (6) Reactant: [CH:1]1([CH2:4][O:5][C:6]2[CH:14]=[CH:13][C:9]3[O:10][CH2:11][O:12][C:8]=3[C:7]=2[C:15]2[C:16]3[NH:23][C:22]([CH3:24])=[C:21]([C:25](O)=[O:26])[C:17]=3[N:18]=[CH:19][N:20]=2)[CH2:3][CH2:2]1.CCN(C(C)C)C(C)C.Cl.[NH2:38][C@H:39]([CH2:69][C:70]1[CH:75]=[CH:74][C:73]([O:76][CH3:77])=[CH:72][CH:71]=1)[C:40]([N:42]1[CH2:47][CH2:46][CH:45]([N:48]2[N:57]=[C:56]([C:58]3[CH:63]=[CH:62][C:61]([O:64][CH3:65])=[C:60]([O:66][CH3:67])[CH:59]=3)[C@@H:55]3[C@@H:50]([CH2:51][CH2:52][CH2:53][CH2:54]3)[C:49]2=[O:68])[CH2:44][CH2:43]1)=[O:41].CCOC(C(C#N)=NOC(N1CCOCC1)=[N+](C)C)=O.F[P-](F)(F)(F)(F)F.C(=O)(O)[O-].[Na+]. Product: [CH:1]1([CH2:4][O:5][C:6]2[CH:14]=[CH:13][C:9]3[O:10][CH2:11][O:12][C:8]=3[C:7]=2[C:15]2[C:16]3[NH:23][C:22]([CH3:24])=[C:21]([C:25]([NH:38][C@@H:39]([CH2:69][C:70]4[CH:71]=[CH:72][C:73]([O:76][CH3:77])=[CH:74][CH:75]=4)[C:40]([N:42]4[CH2:43][CH2:44][CH:45]([N:48]5[N:57]=[C:56]([C:58]6[CH:63]=[CH:62][C:61]([O:64][CH3:65])=[C:60]([O:66][CH3:67])[CH:59]=6)[C@@H:55]6[C@@H:50]([CH2:51][CH2:52][CH2:53][CH2:54]6)[C:49]5=[O:68])[CH2:46][CH2:47]4)=[O:41])=[O:26])[C:17]=3[N:18]=[CH:19][N:20]=2)[CH2:2][CH2:3]1. The catalyst class is: 2.